Dataset: NCI-60 drug combinations with 297,098 pairs across 59 cell lines. Task: Regression. Given two drug SMILES strings and cell line genomic features, predict the synergy score measuring deviation from expected non-interaction effect. Drug 1: CC(C)(C1=NC(=CC=C1)N2C3=NC(=NC=C3C(=O)N2CC=C)NC4=CC=C(C=C4)N5CCN(CC5)C)O. Drug 2: CC1=C(C(=CC=C1)Cl)NC(=O)C2=CN=C(S2)NC3=CC(=NC(=N3)C)N4CCN(CC4)CCO. Cell line: OVCAR3. Synergy scores: CSS=70.5, Synergy_ZIP=1.13, Synergy_Bliss=0.993, Synergy_Loewe=5.49, Synergy_HSA=12.1.